Dataset: Catalyst prediction with 721,799 reactions and 888 catalyst types from USPTO. Task: Predict which catalyst facilitates the given reaction. Reactant: [CH2:1]([N:8]1[C:12]([CH3:13])=[CH:11][C:10]([C:14]([O:16]CC)=O)=[N:9]1)[C:2]1[CH:7]=[CH:6][CH:5]=[CH:4][CH:3]=1.[OH-].[NH4+:20]. Product: [CH2:1]([N:8]1[C:12]([CH3:13])=[CH:11][C:10]([C:14]([NH2:20])=[O:16])=[N:9]1)[C:2]1[CH:7]=[CH:6][CH:5]=[CH:4][CH:3]=1. The catalyst class is: 5.